This data is from Forward reaction prediction with 1.9M reactions from USPTO patents (1976-2016). The task is: Predict the product of the given reaction. Given the reactants [C:1]([NH:4][C:5]1[C:6]([I:29])=[C:7]([C:21]([NH:23][CH2:24][CH:25]([OH:28])[CH2:26][OH:27])=[O:22])[C:8]([I:20])=[C:9]([C:18]=1[I:19])[C:10]([NH:12][CH2:13][CH:14]([OH:17])[CH2:15][OH:16])=[O:11])(=[O:3])[CH3:2].[OH-:30].[K+].B(O)(O)O.[CH2:36]1[O:38][CH:37]1[CH2:39][N:40]1[C:47](=[O:48])[N:46]([CH2:49][CH:50]2[O:52][CH2:51]2)[C:44](=O)[N:43]([CH2:53][CH:54]2[O:56][CH2:55]2)[C:41]1=[O:42].Cl.[OH2:58], predict the reaction product. The product is: [C:1]([N:4]([C:5]1[C:6]([I:29])=[C:7]([C:21](=[O:22])[NH:23][CH2:24][CH:25]([OH:28])[CH2:26][OH:27])[C:8]([I:20])=[C:9]([C:10](=[O:11])[NH:12][CH2:13][CH:14]([OH:17])[CH2:15][OH:16])[C:18]=1[I:19])[CH2:51][CH:50]([OH:52])[CH2:49][N:46]1[C:44](=[O:58])[N:43]([CH2:53][CH:54]([OH:56])[CH2:55][N:4]([C:1](=[O:3])[CH3:2])[C:5]2[C:6]([I:29])=[C:7]([C:21](=[O:22])[NH:23][CH2:24][CH:25]([OH:28])[CH2:26][OH:27])[C:8]([I:20])=[C:9]([C:10](=[O:11])[NH:12][CH2:13][CH:14]([OH:17])[CH2:15][OH:16])[C:18]=2[I:19])[C:41](=[O:42])[N:40]([CH2:39][CH:37]([OH:38])[CH2:36][N:4]([C:1](=[O:3])[CH3:2])[C:5]2[C:6]([I:29])=[C:7]([C:21](=[O:22])[NH:23][CH2:24][CH:25]([OH:28])[CH2:26][OH:27])[C:8]([I:20])=[C:9]([C:10](=[O:11])[NH:12][CH2:13][CH:14]([OH:17])[CH2:15][OH:16])[C:18]=2[I:19])[C:47]1=[O:48])(=[O:30])[CH3:2].